This data is from NCI-60 drug combinations with 297,098 pairs across 59 cell lines. The task is: Regression. Given two drug SMILES strings and cell line genomic features, predict the synergy score measuring deviation from expected non-interaction effect. Drug 1: COC1=NC(=NC2=C1N=CN2C3C(C(C(O3)CO)O)O)N. Drug 2: CNC(=O)C1=NC=CC(=C1)OC2=CC=C(C=C2)NC(=O)NC3=CC(=C(C=C3)Cl)C(F)(F)F. Cell line: PC-3. Synergy scores: CSS=-2.67, Synergy_ZIP=1.75, Synergy_Bliss=0.785, Synergy_Loewe=-2.38, Synergy_HSA=-2.55.